This data is from NCI-60 drug combinations with 297,098 pairs across 59 cell lines. The task is: Regression. Given two drug SMILES strings and cell line genomic features, predict the synergy score measuring deviation from expected non-interaction effect. (1) Drug 1: C1=CC(=C2C(=C1NCCNCCO)C(=O)C3=C(C=CC(=C3C2=O)O)O)NCCNCCO. Drug 2: C1C(C(OC1N2C=NC3=C(N=C(N=C32)Cl)N)CO)O. Cell line: NCI-H226. Synergy scores: CSS=37.3, Synergy_ZIP=0.868, Synergy_Bliss=0.670, Synergy_Loewe=-9.52, Synergy_HSA=0.175. (2) Drug 1: C1=CC=C(C=C1)NC(=O)CCCCCCC(=O)NO. Drug 2: CCC1(CC2CC(C3=C(CCN(C2)C1)C4=CC=CC=C4N3)(C5=C(C=C6C(=C5)C78CCN9C7C(C=CC9)(C(C(C8N6C)(C(=O)OC)O)OC(=O)C)CC)OC)C(=O)OC)O.OS(=O)(=O)O. Cell line: UO-31. Synergy scores: CSS=1.56, Synergy_ZIP=-0.373, Synergy_Bliss=-0.00465, Synergy_Loewe=0.184, Synergy_HSA=0.222. (3) Drug 1: C(CC(=O)O)C(=O)CN.Cl. Drug 2: C1CNP(=O)(OC1)N(CCCl)CCCl. Cell line: HL-60(TB). Synergy scores: CSS=-4.90, Synergy_ZIP=2.51, Synergy_Bliss=-2.43, Synergy_Loewe=-4.11, Synergy_HSA=-7.12. (4) Drug 1: CCC1=CC2CC(C3=C(CN(C2)C1)C4=CC=CC=C4N3)(C5=C(C=C6C(=C5)C78CCN9C7C(C=CC9)(C(C(C8N6C)(C(=O)OC)O)OC(=O)C)CC)OC)C(=O)OC.C(C(C(=O)O)O)(C(=O)O)O. Drug 2: CC=C1C(=O)NC(C(=O)OC2CC(=O)NC(C(=O)NC(CSSCCC=C2)C(=O)N1)C(C)C)C(C)C. Cell line: M14. Synergy scores: CSS=30.0, Synergy_ZIP=-0.361, Synergy_Bliss=-0.445, Synergy_Loewe=-8.01, Synergy_HSA=1.97. (5) Drug 1: CCC1=CC2CC(C3=C(CN(C2)C1)C4=CC=CC=C4N3)(C5=C(C=C6C(=C5)C78CCN9C7C(C=CC9)(C(C(C8N6C)(C(=O)OC)O)OC(=O)C)CC)OC)C(=O)OC.C(C(C(=O)O)O)(C(=O)O)O. Drug 2: CN(CCCl)CCCl.Cl. Cell line: A549. Synergy scores: CSS=43.2, Synergy_ZIP=-5.77, Synergy_Bliss=-1.95, Synergy_Loewe=-4.45, Synergy_HSA=-1.68. (6) Drug 1: C1=CN(C=N1)CC(O)(P(=O)(O)O)P(=O)(O)O. Drug 2: CN(CCCl)CCCl.Cl. Cell line: HT29. Synergy scores: CSS=10.3, Synergy_ZIP=3.95, Synergy_Bliss=14.3, Synergy_Loewe=-5.55, Synergy_HSA=-1.27.